Dataset: Catalyst prediction with 721,799 reactions and 888 catalyst types from USPTO. Task: Predict which catalyst facilitates the given reaction. (1) Reactant: [CH3:1][O:2][C:3]1[CH:4]=[C:5]([C:12]2[CH:16]=[CH:15][S:14][CH:13]=2)[CH:6]=[C:7]([N+:9]([O-])=O)[CH:8]=1.[Cl-].[NH4+].CO. Product: [CH3:1][O:2][C:3]1[CH:8]=[C:7]([NH2:9])[CH:6]=[C:5]([C:12]2[CH:16]=[CH:15][S:14][CH:13]=2)[CH:4]=1. The catalyst class is: 739. (2) Reactant: [CH3:1][C:2]1[CH:3]=[N:4][C:5]([CH2:11][S+:12]([O-:24])[C:13]2[NH:14][C:15]3[CH:16]=[CH:17][C:18]([O:22][CH3:23])=[CH:19][C:20]=3[N:21]=2)=[C:6]([CH3:10])[C:7]=1[O:8][CH3:9].C([Zn:27]CC)C. Product: [CH3:1][C:2]1[CH:3]=[N:4][C:5]([CH2:11][S+:12]([O-:24])[C:13]2[NH:14][C:15]3[CH:16]=[CH:17][C:18]([O:22][CH3:23])=[CH:19][C:20]=3[N:21]=2)=[C:6]([CH3:10])[C:7]=1[O:8][CH3:9].[Zn:27]. The catalyst class is: 7. (3) Reactant: Br[C:2]1[N:3]=[CH:4][C:5]([F:32])=[C:6]2[C:10]([C:11](=[O:31])[C:12]([N:14]3[CH2:19][CH2:18][N:17]([C:20]4[N:24]([C:25]5[CH:30]=[CH:29][CH:28]=[CH:27][CH:26]=5)[N:23]=[N:22][N:21]=4)[CH2:16][CH2:15]3)=[O:13])=[CH:9][NH:8][C:7]=12.C([Sn](CCCC)(CCCC)[C:38]1[CH:42]=[C:41]([C:43]([O:45][CH2:46][CH3:47])=[O:44])[NH:40][N:39]=1)CCC. Product: [F:32][C:5]1[CH:4]=[N:3][C:2]([C:38]2[CH:42]=[C:41]([C:43]([O:45][CH2:46][CH3:47])=[O:44])[NH:40][N:39]=2)=[C:7]2[NH:8][CH:9]=[C:10]([C:11](=[O:31])[C:12](=[O:13])[N:14]3[CH2:15][CH2:16][N:17]([C:20]4[N:24]([C:25]5[CH:26]=[CH:27][CH:28]=[CH:29][CH:30]=5)[N:23]=[N:22][N:21]=4)[CH2:18][CH2:19]3)[C:6]=12. The catalyst class is: 77. (4) Reactant: [N+:1]([C:4]1[CH:5]=[CH:6][C:7]2[NH:12][C:11](=[O:13])[CH2:10][O:9][C:8]=2[CH:14]=1)([O-])=O.[H][H].CC(=O)OCC. Product: [NH2:1][C:4]1[CH:5]=[CH:6][C:7]2[NH:12][C:11](=[O:13])[CH2:10][O:9][C:8]=2[CH:14]=1. The catalyst class is: 394. (5) Reactant: [Cl:1][C:2]1[C:7]2[C:8]3[NH:9][CH:10]([C:16]4[N:17]=[C:18]([CH:21]([CH3:23])[CH3:22])[S:19][CH:20]=4)[CH2:11][C:12](=[O:15])[C:13]=3[O:14][C:6]=2[CH:5]=[CH:4][C:3]=1[O:24][CH3:25].O1CCOCC1. Product: [OH:15][C:12]1[CH:11]=[C:10]([C:16]2[N:17]=[C:18]([CH:21]([CH3:23])[CH3:22])[S:19][CH:20]=2)[N:9]=[C:8]2[C:7]3[C:2]([Cl:1])=[C:3]([O:24][CH3:25])[CH:4]=[CH:5][C:6]=3[O:14][C:13]=12. The catalyst class is: 6. (6) Reactant: [Li].[C:2]([O:6][C:7]([N:9]1[CH2:14][CH2:13][CH:12]([N:15]2[CH:19]=[C:18]([N+:20]([O-:22])=[O:21])[C:17]([C:23](O)=[O:24])=[N:16]2)[CH2:11][CH2:10]1)=[O:8])([CH3:5])([CH3:4])[CH3:3].CN(C(ON1N=NC2C=CC=NC1=2)=[N+](C)C)C.F[P-](F)(F)(F)(F)F.C(N(C(C)C)C(C)C)C.[CH3:59][O:60][C:61]([C:63]1[CH:68]=[CH:67][CH:66]=[C:65]([C:69]2[CH:70]=[N:71][N:72]([CH2:74][CH2:75][CH2:76][CH2:77][CH2:78][CH2:79][NH2:80])[CH:73]=2)[N:64]=1)=[O:62]. Product: [CH3:59][O:60][C:61]([C:63]1[CH:68]=[CH:67][CH:66]=[C:65]([C:69]2[CH:70]=[N:71][N:72]([CH2:74][CH2:75][CH2:76][CH2:77][CH2:78][CH2:79][NH:80][C:23]([C:17]3[C:18]([N+:20]([O-:22])=[O:21])=[CH:19][N:15]([CH:12]4[CH2:13][CH2:14][N:9]([C:7]([O:6][C:2]([CH3:5])([CH3:3])[CH3:4])=[O:8])[CH2:10][CH2:11]4)[N:16]=3)=[O:24])[CH:73]=2)[N:64]=1)=[O:62]. The catalyst class is: 3. (7) The catalyst class is: 367. Product: [CH2:13]([O:20][C:21]1[CH:22]=[C:23]([CH:37]=[CH:38][CH:39]=1)[C:24]([NH:26][C:27]1[CH:32]=[CH:31][CH:30]=[CH:29][C:28]=1[S:33]([NH:34][C:1](=[O:11])[CH2:2][CH2:3][CH2:4][CH2:5][CH2:6][CH2:7][CH2:8][CH2:9][CH3:10])(=[O:36])=[O:35])=[O:25])[CH2:14][CH2:15][CH2:16][CH2:17][CH2:18][CH3:19]. Reactant: [C:1](Cl)(=[O:11])[CH2:2][CH2:3][CH2:4][CH2:5][CH2:6][CH2:7][CH2:8][CH2:9][CH3:10].[CH2:13]([O:20][C:21]1[CH:22]=[C:23]([CH:37]=[CH:38][CH:39]=1)[C:24]([NH:26][C:27]1[CH:32]=[CH:31][CH:30]=[CH:29][C:28]=1[S:33](=[O:36])(=[O:35])[NH2:34])=[O:25])[CH2:14][CH2:15][CH2:16][CH2:17][CH2:18][CH3:19]. (8) Reactant: [F:1][C:2]1[N:7]=[CH:6][C:5]([C:8]2[C:17]([N:18]([CH:20]([CH3:22])[CH3:21])[CH3:19])=[N:16][C:15]3[C:10](=[CH:11][CH:12]=[C:13]([C:23]([O:25]C)=[O:24])[CH:14]=3)[N:9]=2)=[CH:4][CH:3]=1.O[Li].O.Cl. Product: [F:1][C:2]1[N:7]=[CH:6][C:5]([C:8]2[C:17]([N:18]([CH:20]([CH3:22])[CH3:21])[CH3:19])=[N:16][C:15]3[C:10](=[CH:11][CH:12]=[C:13]([C:23]([OH:25])=[O:24])[CH:14]=3)[N:9]=2)=[CH:4][CH:3]=1. The catalyst class is: 30. (9) Reactant: [CH2:1]([O:3][C:4]([N:6]1[CH2:23][CH2:22][C:8]2([CH2:11][CH:10]([N:12]3[CH2:17][CH2:16][C:15]([F:21])([C:18](O)=[O:19])[CH2:14][CH2:13]3)[CH2:9]2)[CH2:7]1)=[O:5])[CH3:2].Cl.[CH3:25][C:26]1([NH2:30])[CH2:29][CH2:28][CH2:27]1.CCN(C(C)C)C(C)C. Product: [F:21][C:15]1([C:18](=[O:19])[NH:30][C:26]2([CH3:25])[CH2:29][CH2:28][CH2:27]2)[CH2:16][CH2:17][N:12]([CH:10]2[CH2:11][C:8]3([CH2:22][CH2:23][N:6]([C:4]([O:3][CH2:1][CH3:2])=[O:5])[CH2:7]3)[CH2:9]2)[CH2:13][CH2:14]1. The catalyst class is: 309. (10) Product: [CH3:32][O:31][C:21]1[CH:20]=[C:19]([NH:17][C:15]2[N:16]=[C:3]3[N:4]([C:5]([O:8][CH2:9][C:10]([F:11])([F:13])[F:12])=[N:6][CH:7]=[C:2]3[CH3:1])[N:14]=2)[CH:24]=[CH:23][C:22]=1[N:25]1[CH:29]=[C:28]([CH3:30])[N:27]=[CH:26]1. The catalyst class is: 61. Reactant: [CH3:1][C:2]1[C:3]2[N:4]([N:14]=[C:15]([NH2:17])[N:16]=2)[C:5]([O:8][CH2:9][C:10]([F:13])([F:12])[F:11])=[N:6][CH:7]=1.Br[C:19]1[CH:24]=[CH:23][C:22]([N:25]2[CH:29]=[C:28]([CH3:30])[N:27]=[CH:26]2)=[C:21]([O:31][CH3:32])[CH:20]=1.C(Cl)Cl.